This data is from Full USPTO retrosynthesis dataset with 1.9M reactions from patents (1976-2016). The task is: Predict the reactants needed to synthesize the given product. Given the product [CH2:30]([C:32]1[CH:37]=[C:36]([C:38]([F:41])([F:39])[F:40])[N:35]=[C:34]([C@H:42]([N:44]([CH3:45])[C:5]([N:24]2[CH2:23][CH2:22][N:21]3[C:25](=[O:28])[CH2:26][CH2:27][C@H:20]3[C@@H:19]2[C:14]2[CH:15]=[CH:16][CH:17]=[CH:18][C:13]=2[CH3:29])=[O:11])[CH3:43])[CH:33]=1)[CH3:31], predict the reactants needed to synthesize it. The reactants are: ClC(Cl)(O[C:5](=[O:11])OC(Cl)(Cl)Cl)Cl.[C:13]1([CH3:29])[CH:18]=[CH:17][CH:16]=[CH:15][C:14]=1[C@@H:19]1[NH:24][CH2:23][CH2:22][N:21]2[C:25](=[O:28])[CH2:26][CH2:27][C@@H:20]12.[CH2:30]([C:32]1[CH:37]=[C:36]([C:38]([F:41])([F:40])[F:39])[N:35]=[C:34]([C@H:42]([NH:44][CH3:45])[CH3:43])[CH:33]=1)[CH3:31].